Dataset: Full USPTO retrosynthesis dataset with 1.9M reactions from patents (1976-2016). Task: Predict the reactants needed to synthesize the given product. Given the product [N:23]1[CH:24]=[CH:25][C:20]([C:17]2[CH:16]=[CH:15][C:14]([C:13]3[O:26][C:2]4[C:3]([C:4]([O:6][CH3:7])=[O:5])=[CH:8][CH:9]=[CH:10][C:11]=4[N:12]=3)=[CH:19][CH:18]=2)=[CH:21][CH:22]=1, predict the reactants needed to synthesize it. The reactants are: O[C:2]1[C:11]([NH:12][C:13](=[O:26])[C:14]2[CH:19]=[CH:18][C:17]([C:20]3[CH:25]=[CH:24][N:23]=[CH:22][CH:21]=3)=[CH:16][CH:15]=2)=[CH:10][CH:9]=[CH:8][C:3]=1[C:4]([O:6][CH3:7])=[O:5].C(=O)(O)[O-].[Na+].